The task is: Binary Classification. Given a miRNA mature sequence and a target amino acid sequence, predict their likelihood of interaction.. This data is from Experimentally validated miRNA-target interactions with 360,000+ pairs, plus equal number of negative samples. (1) The miRNA is hsa-miR-338-5p with sequence AACAAUAUCCUGGUGCUGAGUG. The protein sequence of the target gene is MAPALHWLLLWVGSGMLPAQGTHLGIRLPLRSGLAGPPLGLRLPRETDEESEEPGRRGSFVEMVDNLRGKSGQGYYVEMTVGSPPQTLNILVDTGSSNFAVGAAPHPFLHRYYQRQLSSTYRDLRKGVYVPYTQGKWEGELGTDLVSIPHGPNVTVRANIAAITESDKFFINGSNWEGILGLAYAEIARPDDSLEPFFDSLVKQTHIPNIFSLQLCGAGFPLNQTEALASVGGSMIIGGIDHSLYTGSLWYTPIRREWYYEVIIVRVEINGQDLKMDCKEYNYDKSIVDSGTTNLRLPKK.... Result: 0 (no interaction). (2) The miRNA is hsa-miR-3913-3p with sequence AGACAUCAAGAUCAGUCCCAAA. The protein sequence of the target gene is MADKMVRTPKCSRCRNHGFLVPVKGHAGKCRWKQCLCEKCYLISERQKIMAAQKVLKTQAAEEEQEAALCAQGPKQASGAAAAAPAPVPVPAASLRPLSPGTPSGDADPGPEGRAAACFFEQPPRGRNPGPRALQPVLGGRSHVEPSERAAVAMPSLAGPPFGAEAAGSGYPGPLDLRRPMRTVPGPLFTDFVRPLNINPDRALGPEYPGGSSMHPYCPFPLGYLDAPPGVPLQQGFRHVSRSQYQGGGLVSEPGGDFQPSYYLPPPPPPLPPLPPLPPQPQFLPPGYLSALHFLPPPPP.... Result: 0 (no interaction). (3) The miRNA is hsa-miR-6870-3p with sequence GCUCAUCCCCAUCUCCUUUCAG. The protein sequence of the target gene is MYRQLVNILTALFAFFLGTNHFREAFCKDHDSRSGKHPSQTLSPSDFLDKLMGRTSGYDARIRPNFKGPPVNVTCNIFINSFGSVTETTMDYRVNIFLRQQWNDSRLAYSEYPDDSLDLDPSMLDSIWKPDLFFANEKGANFHDVTTDNKLLRISKNGKVLYSIRLTLTLSCPMDLKNFPMDVQTCTMQLESFGYTMNDLIFEWLSDGPVQVAEGLTLPQFILKEEKELGYCTKHYNTGKFTCIEVKFHLERQMGYYLIQMYIPSLLIVILSWVSFWINMDAAPARVALGITTVLTMTTQ.... Result: 0 (no interaction). (4) The miRNA is hsa-miR-3152-5p with sequence AUUGCCUCUGUUCUAACACAAG. The protein sequence of the target gene is MARHGPPWSRLDAQQERDVRELVRGVAGLQDEADPNFQLALNFAWSNFRFHRFLDVNSHKIEKTIEGIYEKFVIHSDLSKAASWKRLTEEFLNAPLPSIKEIKTDAHYSILSLLLCLSDSPSNSSYVETPRNKEVEKKDDFDWGKYLMEDEEMDIGPYMDTPNWSEESEEENDQQPLSREDSGIQVDRTPLEEQDQNRKLDPCISWKDEPDDRSWLEHHVVHQYWTARPSQFPHSLHLHSNLAAVWDQHLYSSDPLYVPDDRVLVTETQVIRETLWLLSGVKKLFIFQLIDGKVTVRNNI.... Result: 1 (interaction). (5) The miRNA is mmu-miR-6902-3p with sequence CCAUGUGAUGUGUGGGUUCAG. Result: 0 (no interaction). The protein sequence of the target gene is MGNHSGKRELSAEKASKDGEIHRGEAGKKRSVGKLSQTASEDSDVFGEADAIQNNGTSAEDTAVTDSKHTADPKNNWQGAHPADPGNRPHLIRLFSRDAPGREDNTFKDRPSESDELQTIQEDPTAASGGLDVMASQKRPSQRSKYLATASTMDHARHGFLPRHRDTGILDSIGRFFSGDRGAPKRGSGKDSHTRTTHYGSLPQKSQHGRTQDENPVVHFFKNIVTPRTPPPSQGKGGRDSRSGSPMARR. (6) Result: 0 (no interaction). The protein sequence of the target gene is MPMYQVKPYHGGGAPLRVELPTCMYRLPNVHGRSYGPAPGAGHVQEESNLSLQALESRQDDILKRLYELKAAVDGLSKMIQTPDADLDVTNIIQADEPTTLTTNALDLNSVLGKDYGALKDIVINANPASPPLSLLVLHRLLCEHFRVLSTVHTHSSVKSVPENLLKCFGEQNKKQPRQDYQLGFTLIWKNVPKTQMKFSIQTMCPIEGEGNIARFLFSLFGQKHNAVNATLIDSWVDIAIFQLKEGSSKEKAAVFRSMNSALGKSPWLAGNELTVADVVLWSVLQQIGGCSVTVPANVQ.... The miRNA is hsa-miR-6737-5p with sequence UUGGGGUGGUCGGCCCUGGAG. (7) The miRNA is hsa-miR-4698 with sequence UCAAAAUGUAGAGGAAGACCCCA. The protein sequence of the target gene is MGFFSENSERNESVVSSPASKEPETQPASSTSYPDCHVDSSSVSSGYGTFCILDMNTHKAKEPTEPLEPGAASQGQHPASVVQAHGPAGGAAAINFFTQTPEELCASLKEDGSTFPGEFDRNFLGENKISEVYSGKANSGKSVTSWAQRLKQNQSKQAHTEDDCSGPKPGSELNWKPPADTFDLAADAARPCAFYINKPAESPSSWLSDSGTGLTYWKLEEKDMYHSLPETLEKTFAPSPAERPLSQVLTLDPGAIRMKPKEHVAGIQAHGFLHALDDRISFSPDSVLEPSLSRHSDTDS.... Result: 0 (no interaction).